From a dataset of Peptide-MHC class I binding affinity with 185,985 pairs from IEDB/IMGT. Regression. Given a peptide amino acid sequence and an MHC pseudo amino acid sequence, predict their binding affinity value. This is MHC class I binding data. (1) The peptide sequence is MQLSRLTLR. The MHC is HLA-A31:01 with pseudo-sequence HLA-A31:01. The binding affinity (normalized) is 0.820. (2) The peptide sequence is GVFHTMWHV. The MHC is HLA-A02:06 with pseudo-sequence HLA-A02:06. The binding affinity (normalized) is 0.863. (3) The peptide sequence is ETESVNSNY. The MHC is HLA-B08:02 with pseudo-sequence HLA-B08:02. The binding affinity (normalized) is 0.0847. (4) The MHC is HLA-B18:01 with pseudo-sequence HLA-B18:01. The binding affinity (normalized) is 0.0847. The peptide sequence is EVREFLGSY. (5) The binding affinity (normalized) is 0.359. The peptide sequence is LLMFSTSAY. The MHC is HLA-A32:01 with pseudo-sequence HLA-A32:01.